Dataset: Full USPTO retrosynthesis dataset with 1.9M reactions from patents (1976-2016). Task: Predict the reactants needed to synthesize the given product. (1) Given the product [Br:1][C:2]1[CH:3]=[CH:4][C:5]2[N:6]([C:8]([C:11]3[N:14]=[C:15]([CH3:16])[O:13][N:12]=3)=[CH:9][N:10]=2)[CH:7]=1, predict the reactants needed to synthesize it. The reactants are: [Br:1][C:2]1[CH:3]=[CH:4][C:5]2[N:6]([C:8]([C:11](=[NH:14])[NH:12][OH:13])=[CH:9][N:10]=2)[CH:7]=1.[CH3:15][C:16](OCC1C2C(=CC=CC=2)C(COC(C)=O)=C2C=1C=CC=C2)=O. (2) Given the product [CH2:18]([O:20][C:21]1[CH:22]=[C:23]([CH:26]=[CH:27][C:28]=1[O:29][CH3:30])[CH2:24][N:15]1[CH2:16][CH2:17][CH:12]([NH:11][C:9]2[O:10][C:6]3[CH:5]=[CH:4][CH:3]=[C:2]([I:1])[C:7]=3[N:8]=2)[CH2:13][CH2:14]1)[CH3:19], predict the reactants needed to synthesize it. The reactants are: [I:1][C:2]1[C:7]2[N:8]=[C:9]([NH:11][CH:12]3[CH2:17][CH2:16][NH:15][CH2:14][CH2:13]3)[O:10][C:6]=2[CH:5]=[CH:4][CH:3]=1.[CH2:18]([O:20][C:21]1[CH:22]=[C:23]([CH:26]=[CH:27][C:28]=1[O:29][CH3:30])[CH:24]=O)[CH3:19].C([BH3-])#N.[Na+].C(N(C(C)C)C(C)C)C. (3) Given the product [CH3:36][C:37]1[C:38]([C:2]2[CH:11]=[CH:10][C:5]([C:6]([O:8][CH3:9])=[O:7])=[CH:4][C:3]=2[C:12]([F:15])([F:14])[F:13])=[CH:39][S:40][CH:41]=1, predict the reactants needed to synthesize it. The reactants are: Br[C:2]1[CH:11]=[CH:10][C:5]([C:6]([O:8][CH3:9])=[O:7])=[CH:4][C:3]=1[C:12]([F:15])([F:14])[F:13].CC1C=CC=CC=1C1C=CC(C(O)=O)=CC=1C(F)(F)F.[CH3:36][C:37]1[C:38](B(O)O)=[CH:39][S:40][CH:41]=1.C(=O)([O-])[O-].[K+].[K+]. (4) The reactants are: Cl[CH2:2][C:3]([C:5]1[CH:6]=[CH:7][C:8]2[O:14][CH2:13][CH2:12][N:11]([C:15]([O:17][C:18]([CH3:21])([CH3:20])[CH3:19])=[O:16])[CH2:10][C:9]=2[CH:22]=1)=[O:4].[Li+].[Br-].[N-:25]=[N+:26]=[N-:27].[Na+]. Given the product [N:25]([CH2:2][C:3]([C:5]1[CH:6]=[CH:7][C:8]2[O:14][CH2:13][CH2:12][N:11]([C:15]([O:17][C:18]([CH3:21])([CH3:20])[CH3:19])=[O:16])[CH2:10][C:9]=2[CH:22]=1)=[O:4])=[N+:26]=[N-:27], predict the reactants needed to synthesize it. (5) Given the product [Br:8][C:6]1[CH:5]=[C:4]2[C:3](=[C:2]([Br:1])[CH:7]=1)[S:11][CH:39]([C:36]1[CH:35]=[CH:34][C:33]([Br:32])=[CH:38][CH:37]=1)[C:40]([N+:41]([O-:43])=[O:42])=[CH:9]2, predict the reactants needed to synthesize it. The reactants are: [Br:1][C:2]1[CH:7]=[C:6]([Br:8])[CH:5]=[C:4]([CH:9]=O)[C:3]=1[S:11]C(=O)N(C)C.[OH-].[Na+].C(O)(=O)CC(CC(O)=O)(C(O)=O)O.[Br:32][C:33]1[CH:38]=[CH:37][C:36]([CH:39]=[CH:40][N+:41]([O-:43])=[O:42])=[CH:35][CH:34]=1.N1CCCCC1C(O)=O. (6) Given the product [Cl:19][C:16]1[CH:17]=[CH:18][C:13]([C:5]2[N:6]=[C:7]3[CH:12]=[CH:11][CH:10]=[CH:9][N:8]3[C:4]=2[CH2:3][NH:27][C:23]2[N:22]=[C:21]([CH3:20])[CH:26]=[CH:25][N:24]=2)=[CH:14][CH:15]=1, predict the reactants needed to synthesize it. The reactants are: Cl.Cl[CH2:3][C:4]1[N:8]2[CH:9]=[CH:10][CH:11]=[CH:12][C:7]2=[N:6][C:5]=1[C:13]1[CH:18]=[CH:17][C:16]([Cl:19])=[CH:15][CH:14]=1.[CH3:20][C:21]1[CH:26]=[CH:25][N:24]=[C:23]([NH2:27])[N:22]=1. (7) Given the product [CH3:1][O:2][C:3]([C:5]1[N:6]=[C:7]([C:26]#[N:27])[C:8]2[C:13]([C:14]=1[O:15][CH3:16])=[CH:12][CH:11]=[CH:10][C:9]=2[O:17][C:18]1[CH:23]=[CH:22][CH:21]=[CH:20][CH:19]=1)=[O:4], predict the reactants needed to synthesize it. The reactants are: [CH3:1][O:2][C:3]([C:5]1[N:6]=[C:7](Br)[C:8]2[C:13]([C:14]=1[O:15][CH3:16])=[CH:12][CH:11]=[CH:10][C:9]=2[O:17][C:18]1[CH:23]=[CH:22][CH:21]=[CH:20][CH:19]=1)=[O:4].[Cu][C:26]#[N:27].